Dataset: Full USPTO retrosynthesis dataset with 1.9M reactions from patents (1976-2016). Task: Predict the reactants needed to synthesize the given product. (1) Given the product [CH:14]1[C:15]2[C:10](=[CH:9][C:8]3[C:3]([C:2]=2[N:16]2[CH:20]=[CH:19][NH:18][CH2:17]2)=[CH:4][CH:5]=[CH:6][CH:7]=3)[CH:11]=[CH:12][CH:13]=1, predict the reactants needed to synthesize it. The reactants are: Br[C:2]1[C:3]2[C:8]([CH:9]=[C:10]3[C:15]=1[CH:14]=[CH:13][CH:12]=[CH:11]3)=[CH:7][CH:6]=[CH:5][CH:4]=2.[NH:16]1[CH:20]=[CH:19][N:18]=[CH:17]1.C(=O)([O-])[O-].[K+].[K+]. (2) Given the product [C:15]([O:14][C:10](=[O:13])[CH:11]=[CH:12][C:4]1[CH:3]=[C:2]([Cl:1])[CH:7]=[C:6]([Cl:8])[CH:5]=1)([CH3:18])([CH3:17])[CH3:16], predict the reactants needed to synthesize it. The reactants are: [Cl:1][C:2]1[CH:3]=[C:4](I)[CH:5]=[C:6]([Cl:8])[CH:7]=1.[C:10]([O:14][C:15]([CH3:18])([CH3:17])[CH3:16])(=[O:13])[CH:11]=[CH2:12].C([O-])(=O)C.[K+]. (3) Given the product [C:1]([NH:12][NH2:13])(=[O:9])[C:2]1[CH:7]=[CH:6][N:5]=[CH:4][CH:3]=1, predict the reactants needed to synthesize it. The reactants are: [C:1]([O:9]C)(=O)[C:2]1[CH:7]=[CH:6][N:5]=[CH:4][CH:3]=1.O.[NH2:12][NH2:13]. (4) Given the product [Cl:1][C:2]1[CH:7]=[C:6]([C:8]([F:9])([F:10])[F:11])[CH:5]=[C:4]([I:12])[CH:3]=1, predict the reactants needed to synthesize it. The reactants are: [Cl:1][C:2]1[CH:7]=[C:6]([C:8]([F:11])([F:10])[F:9])[CH:5]=[C:4]([I:12])[C:3]=1N.Cl.N([O-])=O.[Na+].[PH2](O)=O. (5) Given the product [Br:1][C:2]1[C:3]2[N:4]([CH:8]=[C:9]([C:11]3[CH:12]=[CH:13][C:14]([CH2:17][C@H:18]([NH:31][C:32](=[O:38])[C:52]4[CH:67]=[CH:68][C:69]([O:70][CH:71]([CH3:72])[CH3:73])=[C:50]([Cl:49])[CH:51]=4)[CH2:19][N:20]4[C:28](=[O:29])[C:27]5[C:22](=[CH:23][CH:24]=[CH:25][CH:26]=5)[C:21]4=[O:30])=[CH:15][CH:16]=3)[N:10]=2)[CH:5]=[CH:6][CH:7]=1, predict the reactants needed to synthesize it. The reactants are: [Br:1][C:2]1[C:3]2[N:4]([CH:8]=[C:9]([C:11]3[CH:16]=[CH:15][C:14]([CH2:17][C@H:18]([NH:31][C:32](=[O:38])OC(C)(C)C)[CH2:19][N:20]4[C:28](=[O:29])[C:27]5[C:22](=[CH:23][CH:24]=[CH:25][CH:26]=5)[C:21]4=[O:30])=[CH:13][CH:12]=3)[N:10]=2)[CH:5]=[CH:6][CH:7]=1.Cl.C(N(C(C)C)CC)(C)C.[Cl:49][C:50]1[CH:51]=[C:52]([CH:67]=[CH:68][C:69]=1[O:70][CH:71]([CH3:73])[CH3:72])C(OC1C(F)=C(F)C(F)=C(F)C=1F)=O. (6) Given the product [CH:28]1([CH2:27][C@H:22]([NH:21][C:12]([C:10]2[CH:9]=[CH:8][C:7]([N:15]3[CH2:18][C:17]([F:20])([F:19])[CH2:16]3)=[C:6]([O:5][CH2:4][CH:1]3[CH2:2][CH2:3]3)[N:11]=2)=[O:14])[C:23]([OH:25])([CH3:26])[CH3:24])[CH2:30][CH2:29]1, predict the reactants needed to synthesize it. The reactants are: [CH:1]1([CH2:4][O:5][C:6]2[N:11]=[C:10]([C:12]([OH:14])=O)[CH:9]=[CH:8][C:7]=2[N:15]2[CH2:18][C:17]([F:20])([F:19])[CH2:16]2)[CH2:3][CH2:2]1.[NH2:21][C@@H:22]([CH2:27][CH:28]1[CH2:30][CH2:29]1)[C:23]([CH3:26])([OH:25])[CH3:24]. (7) Given the product [CH:1]([NH:4][C:5]1[CH:6]=[CH:7][C:8]2[N:9]([CH:13]=[C:14]([C:15]([NH:17][C:18]3[CH:23]=[CH:22][CH:21]=[CH:20][CH:19]=3)=[O:16])[N:11]=2)[CH:10]=1)([CH3:3])[CH3:2], predict the reactants needed to synthesize it. The reactants are: [CH:1]([NH:4][C:5]1[CH:6]=[CH:7][C:8]([NH2:11])=[N:9][CH:10]=1)([CH3:3])[CH3:2].Br[CH2:13][C:14](=O)[C:15]([NH:17][C:18]1[CH:23]=[CH:22][CH:21]=[CH:20][CH:19]=1)=[O:16].